From a dataset of Full USPTO retrosynthesis dataset with 1.9M reactions from patents (1976-2016). Predict the reactants needed to synthesize the given product. Given the product [O:15]1[C:19]2[CH:20]=[CH:21][CH:22]=[CH:23][C:18]=2[NH:17][C:16]1=[C:24]([C:25]#[N:26])[C:27]1[CH:32]=[CH:31][N:30]=[C:29]([NH:33][CH2:34][CH:35]2[CH2:40][CH2:39][N:38]([CH2:49][C:50]([N:52]([CH3:54])[CH3:53])=[O:51])[CH2:37][CH2:36]2)[N:28]=1, predict the reactants needed to synthesize it. The reactants are: FC(F)(F)C(O)=O.FC(F)(F)C(O)=O.[O:15]1[C:19]2[CH:20]=[CH:21][CH:22]=[CH:23][C:18]=2[NH:17][C:16]1=[C:24]([C:27]1[CH:32]=[CH:31][N:30]=[C:29]([NH:33][CH2:34][CH:35]2[CH2:40][CH2:39][NH:38][CH2:37][CH2:36]2)[N:28]=1)[C:25]#[N:26].C(N(CC)CC)C.Cl[CH2:49][C:50]([N:52]([CH3:54])[CH3:53])=[O:51].